From a dataset of Forward reaction prediction with 1.9M reactions from USPTO patents (1976-2016). Predict the product of the given reaction. The product is: [C:39]([CH2:38][O:17][C:10]1[CH:11]=[C:12]([C:15]#[N:16])[CH:13]=[CH:14][C:9]=1[CH2:8][NH:7][C:5](=[O:6])[C:4]1[CH:18]=[C:19]([NH:21][C:22](=[O:30])[CH2:23][C:24]2[CH:25]=[CH:26][CH:27]=[CH:28][CH:29]=2)[CH:20]=[C:2]([Cl:1])[CH:3]=1)(=[O:40])[NH2:41]. Given the reactants [Cl:1][C:2]1[CH:3]=[C:4]([CH:18]=[C:19]([NH:21][C:22](=[O:30])[CH2:23][C:24]2[CH:29]=[CH:28][CH:27]=[CH:26][CH:25]=2)[CH:20]=1)[C:5]([NH:7][CH2:8][C:9]1[CH:14]=[CH:13][C:12]([C:15]#[N:16])=[CH:11][C:10]=1[OH:17])=[O:6].C(=O)([O-])[O-].[Cs+].[Cs+].I[CH2:38][C:39]([NH2:41])=[O:40], predict the reaction product.